Dataset: Full USPTO retrosynthesis dataset with 1.9M reactions from patents (1976-2016). Task: Predict the reactants needed to synthesize the given product. (1) The reactants are: [I:1][C:2]1[CH:3]=[C:4]2[C:8](=[CH:9][CH:10]=1)[NH:7][C:6](=[O:11])[C:5]2=O.[N:13]1[O:14][N:15]=[C:16]2[CH:21]=[C:20]([C:22]([NH:24][NH2:25])=[O:23])[CH:19]=[CH:18][C:17]=12. Given the product [I:1][C:2]1[CH:3]=[C:4]2[C:8](=[CH:9][CH:10]=1)[NH:7][C:6](=[O:11])[C:5]2=[N:25][NH:24][C:22]([C:20]1[CH:19]=[CH:18][C:17]2=[N:13][O:14][N:15]=[C:16]2[CH:21]=1)=[O:23], predict the reactants needed to synthesize it. (2) Given the product [C:1]([N:5]1[C:10](=[O:11])[C:9]([C:14]2[CH:19]=[CH:18][CH:17]=[CH:16][CH:15]=2)=[C:8]([Cl:13])[CH:7]=[N:6]1)([CH3:4])([CH3:3])[CH3:2], predict the reactants needed to synthesize it. The reactants are: [C:1]([N:5]1[C:10](=[O:11])[C:9](Cl)=[C:8]([Cl:13])[CH:7]=[N:6]1)([CH3:4])([CH3:3])[CH3:2].[C:14]1([Mg]Cl)[CH:19]=[CH:18][CH:17]=[CH:16][CH:15]=1. (3) Given the product [NH2:1][C:2]1[C:7]([C:8]([C:10]2[CH:15]=[C:14]([F:16])[CH:13]=[CH:12][C:11]=2[O:17][CH3:18])=[O:9])=[CH:6][N:5]=[C:4]([NH:19][CH:20]2[CH2:25][CH2:24][N:23]([S:26]([CH2:29][CH2:30][CH2:31][N:35]3[CH2:40][CH2:39][O:38][CH2:37][CH2:36]3)(=[O:28])=[O:27])[CH2:22][CH2:21]2)[N:3]=1, predict the reactants needed to synthesize it. The reactants are: [NH2:1][C:2]1[C:7]([C:8]([C:10]2[CH:15]=[C:14]([F:16])[CH:13]=[CH:12][C:11]=2[O:17][CH3:18])=[O:9])=[CH:6][N:5]=[C:4]([NH:19][CH:20]2[CH2:25][CH2:24][N:23]([S:26]([CH2:29][CH2:30][CH2:31]Cl)(=[O:28])=[O:27])[CH2:22][CH2:21]2)[N:3]=1.[I-].[K+].[NH:35]1[CH2:40][CH2:39][O:38][CH2:37][CH2:36]1. (4) Given the product [NH2:8][C:9]1[CH:10]=[C:11]([CH2:16][CH:17]([CH:25]2[CH2:26][CH2:27]2)[C:18]([O:20][C:21]([CH3:23])([CH3:24])[CH3:22])=[O:19])[CH:12]=[CH:13][C:14]=1[Cl:15], predict the reactants needed to synthesize it. The reactants are: C([NH:8][C:9]1[CH:10]=[C:11]([CH2:16][CH:17]([CH:25]2[CH2:27][CH2:26]2)[C:18]([O:20][C:21]([CH3:24])([CH3:23])[CH3:22])=[O:19])[CH:12]=[CH:13][C:14]=1[Cl:15])C1C=CC=CC=1. (5) The reactants are: [NH2:1][C:2]([C:4]1[CH:29]=[CH:28][C:7]([O:8][CH2:9][CH2:10][CH2:11][O:12][C:13]2[CH:14]=[C:15]3[C:19](=[CH:20][CH:21]=2)[C@H:18]([CH2:22][C:23]([O:25][CH2:26][CH3:27])=[O:24])[CH2:17][CH2:16]3)=[C:6]([CH2:30][CH2:31][CH3:32])[CH:5]=1)=[S:3].Cl[CH:34]1[C:38](=O)[CH2:37][O:36][C:35]1=[O:40].[CH3:41][CH2:42][OH:43]. Given the product [CH2:26]([O:25][C:23](=[O:24])[CH2:22][C@H:18]1[C:19]2[C:15](=[CH:14][C:13]([O:12][CH2:11][CH2:10][CH2:9][O:8][C:7]3[CH:28]=[CH:29][C:4]([C:2]4[S:3][C:34]([C:35]([O:36][CH2:37][CH3:38])=[O:40])=[C:41]([CH2:42][OH:43])[N:1]=4)=[CH:5][C:6]=3[CH2:30][CH2:31][CH3:32])=[CH:21][CH:20]=2)[CH2:16][CH2:17]1)[CH3:27], predict the reactants needed to synthesize it. (6) Given the product [C:61]([O:63][CH:7]([OH:8])[CH2:9][CH2:14][CH2:13][CH2:12][CH3:11])(=[O:62])[CH:60]=[CH2:59], predict the reactants needed to synthesize it. The reactants are: C1CCC(O)([C:7]([C:9]2[CH:14]=[CH:13][CH:12]=[CH:11]C=2)=[O:8])CC1.OC1(C2C=CC=CC=2C(C2C=CC=CC=2C2(O)CCCCC2)=O)CCCCC1.CC(C1C(O)=C(C(C)(C)C)C=C([CH2:59][CH2:60][C:61]([O:63]CCSCC[O:63][C:61]([CH2:60][CH2:59]C2C=C(C(C)(C)C)C(O)=C(C(C)(C)C)C=2)=[O:62])=[O:62])C=1)(C)C. (7) Given the product [Br:19][C:2]1[C:6]2=[N:7][CH:8]=[CH:9][C:10]([O:11][CH:12]([CH3:14])[CH3:13])=[C:5]2[S:4][C:3]=1[C:15]([O:17][CH3:18])=[O:16], predict the reactants needed to synthesize it. The reactants are: N[C:2]1[C:6]2=[N:7][CH:8]=[CH:9][C:10]([O:11][CH:12]([CH3:14])[CH3:13])=[C:5]2[S:4][C:3]=1[C:15]([O:17][CH3:18])=[O:16].[BrH:19].N([O-])=O.[Na+].C([O-])(O)=O.[Na+]. (8) Given the product [CH3:1][O:2][C:3](=[O:17])[C@@H:4]([O:14][CH2:15][CH3:16])[CH2:5][C:6]1[CH:11]=[CH:10][C:9]([O:12][CH2:19][C:20]2[N:21]=[C:22]([C:26]3[CH:31]=[CH:30][CH:29]=[CH:28][C:27]=3[CH3:32])[O:23][C:24]=2[CH3:25])=[CH:8][C:7]=1[CH3:13], predict the reactants needed to synthesize it. The reactants are: [CH3:1][O:2][C:3](=[O:17])[C@@H:4]([O:14][CH2:15][CH3:16])[CH2:5][C:6]1[CH:11]=[CH:10][C:9]([OH:12])=[CH:8][C:7]=1[CH3:13].Cl[CH2:19][C:20]1[N:21]=[C:22]([C:26]2[CH:31]=[CH:30][CH:29]=[CH:28][C:27]=2[CH3:32])[O:23][C:24]=1[CH3:25].C(=O)([O-])[O-].[Cs+].[Cs+].[I-].[K+]. (9) Given the product [Cl:1][C:2]1[N:7]([CH2:19][CH:16]2[CH2:18][CH2:17]2)[C:6](=[O:8])[NH:5][C:4](=[O:9])[CH:3]=1, predict the reactants needed to synthesize it. The reactants are: [Cl:1][C:2]1[NH:7][C:6](=[O:8])[NH:5][C:4](=[O:9])[CH:3]=1.C([O-])([O-])=O.[K+].[K+].[CH:16]1([CH2:19]Br)[CH2:18][CH2:17]1.[OH-].[Na+]. (10) Given the product [CH2:19]([N:15]([CH2:14][CH:11]1[O:10][C:9]2[CH:18]=[C:5]([S:2]([CH3:1])(=[O:4])=[O:3])[CH:6]=[CH:7][C:8]=2[CH2:13][O:12]1)[CH2:16][CH3:17])[C:20]1[CH:25]=[CH:24][CH:23]=[CH:22][CH:21]=1, predict the reactants needed to synthesize it. The reactants are: [CH3:1][S:2]([C:5]1[CH:6]=[CH:7][C:8]2[CH2:13][O:12][CH:11]([CH2:14][NH:15][CH2:16][CH3:17])[O:10][C:9]=2[CH:18]=1)(=[O:4])=[O:3].[CH2:19](Br)[C:20]1[CH:25]=[CH:24][CH:23]=[CH:22][CH:21]=1.C(=O)([O-])[O-].[K+].[K+].C(#N)C.